This data is from Full USPTO retrosynthesis dataset with 1.9M reactions from patents (1976-2016). The task is: Predict the reactants needed to synthesize the given product. (1) Given the product [ClH:23].[ClH:23].[Cl:23][C:24]1[C:33]([CH2:34][NH:1][CH2:2][C@H:3]2[CH2:7][CH2:6][N:5]([CH2:8][CH:9]3[C:19]4=[C:20]5[C:15](=[CH:16][CH:17]=[C:18]4[F:21])[CH:14]=[CH:13][C:12](=[O:22])[N:11]5[CH2:10]3)[CH2:4]2)=[N:32][C:31]2[NH:30][C:29](=[O:36])[CH2:28][O:27][C:26]=2[CH:25]=1, predict the reactants needed to synthesize it. The reactants are: [NH2:1][CH2:2][C@H:3]1[CH2:7][CH2:6][N:5]([CH2:8][CH:9]2[C:19]3=[C:20]4[C:15](=[CH:16][CH:17]=[C:18]3[F:21])[CH:14]=[CH:13][C:12](=[O:22])[N:11]4[CH2:10]2)[CH2:4]1.[Cl:23][C:24]1[C:33]([CH:34]=O)=[N:32][C:31]2[NH:30][C:29](=[O:36])[CH2:28][O:27][C:26]=2[CH:25]=1. (2) Given the product [O:27]=[C:21]([CH2:20][N:6]1[C:7](=[O:16])[C:8]2[CH:15]=[CH:14][CH:13]=[CH:12][C:9]=2[NH:10][C:11]2[N:1]=[CH:2][CH:3]=[CH:4][C:5]1=2)[CH2:22][C:23]([O:25][CH3:26])=[O:24], predict the reactants needed to synthesize it. The reactants are: [N:1]1[C:11]2[NH:10][C:9]3[CH:12]=[CH:13][CH:14]=[CH:15][C:8]=3[C:7](=[O:16])[NH:6][C:5]=2[CH:4]=[CH:3][CH:2]=1.[H-].[Na+].Cl[CH2:20][C:21](=[O:27])[CH2:22][C:23]([O:25][CH3:26])=[O:24].O. (3) The reactants are: [Cl:1][C:2]1[C:3](=[O:25])[N:4]([CH3:24])[CH:5]=[C:6]([C:9]([N:11]2[CH2:16][CH2:15][CH:14]([C:17]3[CH:22]=[CH:21][C:20]([F:23])=[CH:19][CH:18]=3)[CH2:13][CH2:12]2)=[O:10])[C:7]=1Cl.[CH3:26][C:27]1[N:32]=[CH:31][C:30]([NH2:33])=[CH:29][CH:28]=1. Given the product [Cl:1][C:2]1[C:3](=[O:25])[N:4]([CH3:24])[CH:5]=[C:6]([C:9]([N:11]2[CH2:16][CH2:15][CH:14]([C:17]3[CH:22]=[CH:21][C:20]([F:23])=[CH:19][CH:18]=3)[CH2:13][CH2:12]2)=[O:10])[C:7]=1[NH:33][C:30]1[CH:31]=[N:32][C:27]([CH3:26])=[CH:28][CH:29]=1, predict the reactants needed to synthesize it. (4) Given the product [CH2:1]([N:2]([C@@H:7]1[C:16]2[N:15]=[CH:14][CH:13]=[CH:12][C:11]=2[CH2:10][CH2:9][CH2:8]1)[CH2:3][C:4]([OH:6])=[O:5])[CH3:17], predict the reactants needed to synthesize it. The reactants are: [CH3:1][N:2]([C@@H:7]1[C:16]2[N:15]=[CH:14][CH:13]=[CH:12][C:11]=2[CH2:10][CH2:9][CH2:8]1)[CH2:3][C:4]([OH:6])=[O:5].[CH2:17](N[C@@H]1C2N=CC=CC=2CCC1)C.C(CC(OBr)=O)C1C=CC=CC=1. (5) Given the product [NH2:15][C:14]1[C:13]([CH3:16])=[CH:12][C:11]2[N:10]=[CH:9][CH:8]=[CH:7][C:6]=2[C:5]=1[C:3]([OH:4])=[O:2], predict the reactants needed to synthesize it. The reactants are: C[O:2][C:3]([C:5]1[C:6]2[CH:7]=[CH:8][CH:9]=[N:10][C:11]=2[CH:12]=[C:13]([CH3:16])[C:14]=1[NH2:15])=[O:4].[OH-].[Na+].